Dataset: CYP3A4 inhibition data for predicting drug metabolism from PubChem BioAssay. Task: Regression/Classification. Given a drug SMILES string, predict its absorption, distribution, metabolism, or excretion properties. Task type varies by dataset: regression for continuous measurements (e.g., permeability, clearance, half-life) or binary classification for categorical outcomes (e.g., BBB penetration, CYP inhibition). Dataset: cyp3a4_veith. (1) The compound is CC(C)(C)c1ccc(C(=O)c2c[nH]c(C(=O)NCCCn3ccnc3)c2)cc1. The result is 1 (inhibitor). (2) The molecule is Cn1c(-c2sccc2OCc2ccccc2)n[nH]c1=S. The result is 0 (non-inhibitor). (3) The molecule is Cc1ccc(NS(=O)(=O)c2cc(C(=O)NCc3ccccn3)ccc2Cl)cc1C. The result is 1 (inhibitor). (4) The drug is Cc1ccc2cc3cc(C(=O)N4CCC5(CC4)OCCO5)oc3nc2c1. The result is 0 (non-inhibitor). (5) The drug is N[C@H](Cc1o[nH]c(=O)c1Cl)C(=O)O. The result is 0 (non-inhibitor). (6) The molecule is O=C(Cc1ccc(Cl)cc1)N1CCN(C(=O)c2ccco2)CC1. The result is 0 (non-inhibitor).